Dataset: Full USPTO retrosynthesis dataset with 1.9M reactions from patents (1976-2016). Task: Predict the reactants needed to synthesize the given product. Given the product [CH3:1][C:2]1[CH:3]=[C:4]([NH:5][C:18]2[C:19]([N+:26]([O-:28])=[O:27])=[C:20]([CH:23]=[CH:24][CH:25]=2)[C:21]#[N:22])[CH:6]=[CH:7][C:8]=1[CH3:9], predict the reactants needed to synthesize it. The reactants are: [CH3:1][C:2]1[CH:3]=[C:4]([CH:6]=[CH:7][C:8]=1[CH3:9])[NH2:5].C1COCC1.[H-].[Na+].F[C:18]1[C:19]([N+:26]([O-:28])=[O:27])=[C:20]([CH:23]=[CH:24][CH:25]=1)[C:21]#[N:22].